Regression. Given two drug SMILES strings and cell line genomic features, predict the synergy score measuring deviation from expected non-interaction effect. From a dataset of NCI-60 drug combinations with 297,098 pairs across 59 cell lines. (1) Drug 1: CNC(=O)C1=NC=CC(=C1)OC2=CC=C(C=C2)NC(=O)NC3=CC(=C(C=C3)Cl)C(F)(F)F. Drug 2: C1C(C(OC1N2C=NC3=C2NC=NCC3O)CO)O. Cell line: SK-MEL-28. Synergy scores: CSS=4.98, Synergy_ZIP=-0.334, Synergy_Bliss=0.0517, Synergy_Loewe=0.0643, Synergy_HSA=-1.48. (2) Drug 1: CC1=C2C(C(=O)C3(C(CC4C(C3C(C(C2(C)C)(CC1OC(=O)C(C(C5=CC=CC=C5)NC(=O)OC(C)(C)C)O)O)OC(=O)C6=CC=CC=C6)(CO4)OC(=O)C)O)C)O. Drug 2: C1CNP(=O)(OC1)N(CCCl)CCCl. Cell line: SK-MEL-5. Synergy scores: CSS=33.0, Synergy_ZIP=-0.859, Synergy_Bliss=-2.34, Synergy_Loewe=-48.1, Synergy_HSA=-3.52. (3) Drug 1: CC1=C(C(=CC=C1)Cl)NC(=O)C2=CN=C(S2)NC3=CC(=NC(=N3)C)N4CCN(CC4)CCO. Drug 2: COC1=C2C(=CC3=C1OC=C3)C=CC(=O)O2. Cell line: M14. Synergy scores: CSS=-9.49, Synergy_ZIP=8.41, Synergy_Bliss=9.72, Synergy_Loewe=-6.46, Synergy_HSA=-2.34. (4) Drug 1: CC1=C(C(CCC1)(C)C)C=CC(=CC=CC(=CC(=O)O)C)C. Drug 2: COCCOC1=C(C=C2C(=C1)C(=NC=N2)NC3=CC=CC(=C3)C#C)OCCOC.Cl. Cell line: NCI-H460. Synergy scores: CSS=-3.75, Synergy_ZIP=2.04, Synergy_Bliss=0.0549, Synergy_Loewe=-3.62, Synergy_HSA=-4.48.